Dataset: Peptide-MHC class I binding affinity with 185,985 pairs from IEDB/IMGT. Task: Regression. Given a peptide amino acid sequence and an MHC pseudo amino acid sequence, predict their binding affinity value. This is MHC class I binding data. (1) The peptide sequence is CEKMALYDV. The MHC is Patr-B2401 with pseudo-sequence Patr-B2401. The binding affinity (normalized) is 0.0957. (2) The peptide sequence is VTSLDVINY. The MHC is HLA-A24:02 with pseudo-sequence HLA-A24:02. The binding affinity (normalized) is 0. (3) The peptide sequence is MMHASTSPF. The MHC is BoLA-D18.4 with pseudo-sequence BoLA-D18.4. The binding affinity (normalized) is 0.350. (4) The peptide sequence is KMNPPKFSKV. The MHC is HLA-A02:01 with pseudo-sequence HLA-A02:01. The binding affinity (normalized) is 0.675.